This data is from Reaction yield outcomes from USPTO patents with 853,638 reactions. The task is: Predict the reaction yield, written as a fraction of the theoretical maximum amount of product (1.0 means a 100% yield; for example, 0.34 means a 34% yield). (1) The reactants are [CH3:1][C:2]1[N:3]=[C:4]([CH3:19])[C:5]2[N:6]([CH:8]=[C:9]([NH:11]C(=O)OC(C)(C)C)[N:10]=2)[CH:7]=1.[ClH:20]. The yield is 0.990. The product is [ClH:20].[ClH:20].[ClH:20].[CH3:1][C:2]1[N:3]=[C:4]([CH3:19])[C:5]2[N:6]([CH:8]=[C:9]([NH2:11])[N:10]=2)[CH:7]=1. The catalyst is CO. (2) The reactants are Cl[C:2]1[N:10]=[CH:9][N:8]=[C:7]2[C:3]=1[N:4]=[CH:5][N:6]2[CH2:11][N:12]1[CH2:16][CH:15]([CH2:17][CH2:18][CH3:19])[CH2:14][C:13]1=[O:20].C([O-])=O.[NH4+:24].C1COCC1.CO. The catalyst is [Pd].C(Cl)Cl.CCCCCC. The product is [NH2:24][C:2]1[N:10]=[CH:9][N:8]=[C:7]2[C:3]=1[N:4]=[CH:5][N:6]2[CH2:11][N:12]1[CH2:16][CH:15]([CH2:17][CH2:18][CH3:19])[CH2:14][C:13]1=[O:20]. The yield is 0.600. (3) The catalyst is C(O)(=O)C. The yield is 0.240. The reactants are [C:1]([C:5]1[C:6](=[O:16])[C:7](=[O:15])[CH:8]=[C:9]([C:11]([CH3:14])([CH3:13])[CH3:12])[CH:10]=1)([CH3:4])([CH3:3])[CH3:2].[N+:17]([O-])([OH:19])=[O:18].O. The product is [C:11]([C:9]1[CH:10]=[C:5]([C:1]([CH3:4])([CH3:2])[CH3:3])[C:6](=[O:16])[C:7](=[O:15])[C:8]=1[N+:17]([O-:19])=[O:18])([CH3:14])([CH3:13])[CH3:12]. (4) The reactants are [CH3:1][N:2]([CH2:10][CH2:11][CH2:12][N:13]1[CH2:18][CH2:17][S:16][C:15]2[CH:19]=[C:20]([NH:23][C:24]([C:26]3[S:27][CH:28]=[CH:29][CH:30]=3)=[NH:25])[CH:21]=[CH:22][C:14]1=2)C(=O)OC(C)(C)C. The catalyst is Cl. The product is [CH3:1][NH:2][CH2:10][CH2:11][CH2:12][N:13]1[CH2:18][CH2:17][S:16][C:15]2[CH:19]=[C:20]([NH:23][C:24]([C:26]3[S:27][CH:28]=[CH:29][CH:30]=3)=[NH:25])[CH:21]=[CH:22][C:14]1=2. The yield is 0.940. (5) The reactants are [CH3:1][O:2][C:3](=[O:21])[C:4]1[CH:9]=[C:8]([CH:10]([OH:12])[CH3:11])[C:7]([C:13]([F:16])([F:15])[F:14])=[CH:6][C:5]=1[NH:17]C(=O)C.O.[C:23]1(C)[CH:28]=CC(S(O)(=O)=O)=C[CH:24]=1. The catalyst is CC(O)C. The product is [CH3:1][O:2][C:3](=[O:21])[C:4]1[CH:9]=[C:8]([CH:10]([O:12][CH:23]([CH3:28])[CH3:24])[CH3:11])[C:7]([C:13]([F:14])([F:15])[F:16])=[CH:6][C:5]=1[NH2:17]. The yield is 0.140.